This data is from Catalyst prediction with 721,799 reactions and 888 catalyst types from USPTO. The task is: Predict which catalyst facilitates the given reaction. (1) Reactant: [Cl-:1].[Mn+2:2].[Cl-].[CH2:4]([N:6]1[CH2:19][CH2:18][CH2:17][NH:16][CH2:15][CH2:14][N:13]([CH2:20][CH3:21])[CH2:12][CH2:11][CH2:10][NH:9][CH2:8][CH2:7]1)[CH3:5]. Product: [Cl-:1].[Cl-:1].[Mn+2:2].[CH2:4]([N:6]1[CH2:19][CH2:18][CH2:17][NH:16][CH2:15][CH2:14][N:13]([CH2:20][CH3:21])[CH2:12][CH2:11][CH2:10][NH:9][CH2:8][CH2:7]1)[CH3:5]. The catalyst class is: 44. (2) The catalyst class is: 29. Reactant: C([O:8][C:9]1[CH:10]=[C:11]2[C:19](=[CH:20][CH:21]=1)[NH:18][C:17]1[CH2:16][NH:15][CH:14]([CH3:22])[CH2:13][C:12]2=1)C1C=CC=CC=1. Product: [CH3:22][CH:14]1[CH2:13][C:12]2[C:11]3[C:19](=[CH:20][CH:21]=[C:9]([OH:8])[CH:10]=3)[NH:18][C:17]=2[CH2:16][NH:15]1. (3) Reactant: [Br:1][C:2]1[NH:6][N:5]=[C:4]([N:7]2[C:15](=[O:16])[C:14]3[C:9](=[CH:10][CH:11]=[CH:12][CH:13]=3)[C:8]2=[O:17])[CH:3]=1.C(=O)([O-])[O-].[K+].[K+].Cl.Cl[CH2:26][C:27]1[N:32]=[CH:31][CH:30]=[CH:29][N:28]=1. The catalyst class is: 10. Product: [Br:1][C:2]1[N:6]([CH2:26][C:27]2[N:32]=[CH:31][CH:30]=[CH:29][N:28]=2)[N:5]=[C:4]([N:7]2[C:15](=[O:16])[C:14]3[C:9](=[CH:10][CH:11]=[CH:12][CH:13]=3)[C:8]2=[O:17])[CH:3]=1. (4) Reactant: [C:1]([O:4][C@H:5]([C:45]1[CH:50]=[CH:49][C:48]([F:51])=[CH:47][CH:46]=1)[CH2:6][CH2:7][C@H:8]1[C:11](=[O:12])[N:10]([C:13]2[CH:18]=[CH:17][C:16]([C:19]#[C:20][Si](C)(C)C)=[CH:15][CH:14]=2)[C@@H:9]1[C:25]1[CH:30]=[CH:29][C:28]([C:31]#[C:32][C:33]([CH2:40][O:41][C:42](=[O:44])[CH3:43])([OH:39])[CH2:34][O:35][C:36](=[O:38])[CH3:37])=[CH:27][CH:26]=1)(=[O:3])[CH3:2].[F-].C([N+](CCCC)(CCCC)CCCC)CCC. Product: [C:1]([O:4][C@H:5]([C:45]1[CH:50]=[CH:49][C:48]([F:51])=[CH:47][CH:46]=1)[CH2:6][CH2:7][C@H:8]1[C:11](=[O:12])[N:10]([C:13]2[CH:14]=[CH:15][C:16]([C:19]#[CH:20])=[CH:17][CH:18]=2)[C@@H:9]1[C:25]1[CH:30]=[CH:29][C:28]([C:31]#[C:32][C:33]([CH2:40][O:41][C:42](=[O:44])[CH3:43])([OH:39])[CH2:34][O:35][C:36](=[O:38])[CH3:37])=[CH:27][CH:26]=1)(=[O:3])[CH3:2]. The catalyst class is: 20. (5) Reactant: CS(O[CH:6]([C:24]1[CH:29]=[CH:28][C:27]([N+:30]([O-:32])=[O:31])=[CH:26][CH:25]=1)[CH2:7][CH2:8][CH:9](OS(C)(=O)=O)[C:10]1[CH:15]=[CH:14][C:13]([N+:16]([O-:18])=[O:17])=[CH:12][CH:11]=1)(=O)=O.[Br:33][C:34]1[CH:40]=[CH:39][C:37]([NH2:38])=[CH:36][CH:35]=1. Product: [Br:33][C:34]1[CH:40]=[CH:39][C:37]([N:38]2[CH:9]([C:10]3[CH:15]=[CH:14][C:13]([N+:16]([O-:18])=[O:17])=[CH:12][CH:11]=3)[CH2:8][CH2:7][CH:6]2[C:24]2[CH:29]=[CH:28][C:27]([N+:30]([O-:32])=[O:31])=[CH:26][CH:25]=2)=[CH:36][CH:35]=1. The catalyst class is: 3. (6) Reactant: [CH:1]([NH:4][C:5]1[C:10]2[C:11]([C:23]3[CH:24]=[C:25]([CH:31]=[CH:32][N:33]=3)[C:26]([N:28]([CH3:30])[CH3:29])=[O:27])=[N:12][N:13](CC3C=CC(OC)=CC=3)[C:9]=2[CH:8]=[CH:7][N:6]=1)([CH3:3])[CH3:2].C(NC1C2C(C3C=C(C=CN=3)C(O)=O)=NN(CC3C=CC(OC)=CC=3)C=2C=CN=1)(C)C.Cl.CNC.CN(C(ON1N=NC2C=CC=NC1=2)=[N+](C)C)C.F[P-](F)(F)(F)(F)F.CCN(CC)CC. Product: [CH:1]([NH:4][C:5]1[C:10]2[C:11]([C:23]3[CH:24]=[C:25]([CH:31]=[CH:32][N:33]=3)[C:26]([N:28]([CH3:29])[CH3:30])=[O:27])=[N:12][NH:13][C:9]=2[CH:8]=[CH:7][N:6]=1)([CH3:3])[CH3:2]. The catalyst class is: 3.